From a dataset of Forward reaction prediction with 1.9M reactions from USPTO patents (1976-2016). Predict the product of the given reaction. (1) Given the reactants Br[C:2]1[CH:3]=[C:4]2[C:9](=[CH:10][CH:11]=1)[N:8]([CH2:12][C:13]([O:15][CH2:16][CH3:17])=[O:14])[C:7](=[O:18])[CH:6]=[CH:5]2.C(OCC)(=O)C.[CH3:25][N:26](C)C=O, predict the reaction product. The product is: [C:25]([C:2]1[CH:3]=[C:4]2[C:9](=[CH:10][CH:11]=1)[N:8]([CH2:12][C:13]([O:15][CH2:16][CH3:17])=[O:14])[C:7](=[O:18])[CH:6]=[CH:5]2)#[N:26]. (2) Given the reactants C(OC([N:8]([CH2:38][C:39]([O:41]C(C)(C)C)=[O:40])[C:9]1[CH:14]=[CH:13][CH:12]=[C:11]([CH:15]([CH2:27][C:28]2[CH:33]=[CH:32][C:31]([C:34]([CH3:37])([CH3:36])[CH3:35])=[CH:30][CH:29]=2)[NH:16][S:17]([C:20]2[CH:25]=[CH:24][CH:23]=[C:22]([F:26])[CH:21]=2)(=[O:19])=[O:18])[N:10]=1)=O)(C)(C)C.[ClH:46].O1CCOCC1, predict the reaction product. The product is: [ClH:46].[C:34]([C:31]1[CH:30]=[CH:29][C:28]([CH2:27][CH:15]([NH:16][S:17]([C:20]2[CH:25]=[CH:24][CH:23]=[C:22]([F:26])[CH:21]=2)(=[O:19])=[O:18])[C:11]2[N:10]=[C:9]([NH:8][CH2:38][C:39]([OH:41])=[O:40])[CH:14]=[CH:13][CH:12]=2)=[CH:33][CH:32]=1)([CH3:37])([CH3:35])[CH3:36]. (3) Given the reactants [C:1]1([N:7]2[C:12](=[O:13])[C:11]3[S:14][CH:15]=[C:16]([C:17]4[CH:22]=[CH:21][CH:20]=[CH:19][CH:18]=4)[C:10]=3[N:9]=[CH:8]2)[CH:6]=[CH:5][CH:4]=[CH:3][CH:2]=1.NC1C(C2C=CC=CC=2)=CSC=1[C:35](OC)=[O:36].C(OCC)(OCC)OCC.COC1C=CC=C(N)C=1, predict the reaction product. The product is: [CH3:35][O:36][C:3]1[CH:2]=[C:1]([N:7]2[C:12](=[O:13])[C:11]3[S:14][CH:15]=[C:16]([C:17]4[CH:18]=[CH:19][CH:20]=[CH:21][CH:22]=4)[C:10]=3[N:9]=[CH:8]2)[CH:6]=[CH:5][CH:4]=1. (4) Given the reactants [CH3:1][C:2]1[C:3]2[CH:14]=[CH:13][CH:12]=[CH:11][C:4]=2[S:5][C:6]=1[C:7]([O:9]C)=[O:8].[Li+].[OH-].Cl, predict the reaction product. The product is: [CH3:1][C:2]1[C:3]2[CH:14]=[CH:13][CH:12]=[CH:11][C:4]=2[S:5][C:6]=1[C:7]([OH:9])=[O:8]. (5) The product is: [C:64]([O:50][CH:45]1[CH2:44][CH2:43][CH:42]([CH:41]=[C:40]([CH:24]2[CH:25]([CH3:39])[CH:26]([OH:38])[CH2:27][C:28](=[O:29])[CH:30]([CH2:35][CH:36]=[CH2:37])[CH:31]=[C:32]([CH3:34])[CH2:33][CH:2]([CH3:1])[CH2:3][CH:4]([O:56][CH3:57])[CH:5]3[O:10][C:9]([OH:52])([CH:8]([CH3:53])[CH2:7][CH:6]3[O:54][CH3:55])[C:11](=[O:12])[C:13](=[O:14])[N:15]3[CH:20]([CH2:19][CH2:18][CH2:17][CH2:16]3)[C:21](=[O:22])[O:23]2)[CH3:51])[CH2:47][CH:46]1[O:48][CH3:49])(=[O:66])[CH3:65]. Given the reactants [CH3:1][C@H:2]1[CH2:33][C:32]([CH3:34])=[CH:31][C@@H:30]([CH2:35][CH:36]=[CH2:37])[C:28](=[O:29])[CH2:27][C@H:26]([OH:38])[C@@H:25]([CH3:39])[C@@H:24](/[C:40](/[CH3:51])=[CH:41]/[C@H:42]2[CH2:47][C@@H:46]([O:48][CH3:49])[C@H:45]([OH:50])[CH2:44][CH2:43]2)[O:23][C:21](=[O:22])[C@H:20]2[N:15]([CH2:16][CH2:17][CH2:18][CH2:19]2)[C:13](=[O:14])[C:11](=[O:12])[C@:9]2([OH:52])[O:10][C@@H:5]([C@@H:6]([O:54][CH3:55])[CH2:7][C@H:8]2[CH3:53])[C@@H:4]([O:56][CH3:57])[CH2:3]1.N1C=CC=CC=1.[C:64](OC(=O)C)(=[O:66])[CH3:65], predict the reaction product. (6) Given the reactants C(OC([N:8]1[C:12]2[CH:13]=[CH:14][CH:15]=[CH:16][C:11]=2[N:10]=[C:9]1[CH2:17][NH:18][CH:19]1[C:28]2[N:27]=[CH:26][CH:25]=[CH:24][C:23]=2[CH2:22][CH2:21][CH2:20]1)=O)(C)(C)C.C(N(CC)C(C)C)(C)C.Br[CH2:39][C:40]1[CH:47]=[CH:46][C:43]([C:44]#[N:45])=[C:42]([O:48][CH3:49])[CH:41]=1, predict the reaction product. The product is: [NH2:45][CH2:44][C:43]1[CH:46]=[CH:47][C:40]([CH2:39][N:18]([CH2:17][C:9]2[NH:10][C:11]3[CH:16]=[CH:15][CH:14]=[CH:13][C:12]=3[N:8]=2)[CH:19]2[C:28]3[N:27]=[CH:26][CH:25]=[CH:24][C:23]=3[CH2:22][CH2:21][CH2:20]2)=[CH:41][C:42]=1[O:48][CH3:49].